Dataset: CYP2C19 inhibition data for predicting drug metabolism from PubChem BioAssay. Task: Regression/Classification. Given a drug SMILES string, predict its absorption, distribution, metabolism, or excretion properties. Task type varies by dataset: regression for continuous measurements (e.g., permeability, clearance, half-life) or binary classification for categorical outcomes (e.g., BBB penetration, CYP inhibition). Dataset: cyp2c19_veith. (1) The molecule is COc1cccc(NS(=O)(=O)c2ccc3[nH]cc(C(=O)NCCN4CCOCC4)c(=O)c3c2)c1. The result is 1 (inhibitor). (2) The drug is O=[N+]([O-])c1ccc(-c2cnc(SCc3ccccc3Cl)[nH]2)cc1. The result is 1 (inhibitor). (3) The drug is Cc1ccccc1-c1cc(Nc2ccc(F)cc2)ncn1. The result is 1 (inhibitor).